From a dataset of Catalyst prediction with 721,799 reactions and 888 catalyst types from USPTO. Predict which catalyst facilitates the given reaction. (1) Reactant: [Cl:1][C:2]1[CH:7]=[C:6]([C:8]2[CH2:12][C:11]([C:17]3[CH:22]=[C:21]([Br:23])[C:20]([F:24])=[C:19]([Br:25])[CH:18]=3)([C:13]([F:16])([F:15])[F:14])[O:10][N:9]=2)[CH:5]=[CH:4][C:3]=1[CH2:26][N:27]1C(=O)C2=CC=CC=C2C1=O.O.NN. Product: [NH2:27][CH2:26][C:3]1[CH:4]=[CH:5][C:6]([C:8]2[CH2:12][C:11]([C:17]3[CH:22]=[C:21]([Br:23])[C:20]([F:24])=[C:19]([Br:25])[CH:18]=3)([C:13]([F:16])([F:15])[F:14])[O:10][N:9]=2)=[CH:7][C:2]=1[Cl:1]. The catalyst class is: 8. (2) Reactant: C1(N(C2C=CC=CC=2)C2C=CC([C:14]3([CH:24]=[C:25]4[C:30](=[O:31])[N:29]([CH2:32][CH2:33][CH2:34][CH2:35][CH2:36][CH2:37][OH:38])[C:28](=[O:39])[C:27]([C:40]#[N:41])=[C:26]4[CH3:42])[S:18][C:17]([C:19]4[S:20][CH:21]=[CH:22][CH:23]=4)=[CH:16][CH2:15]3)=CC=2)C=CC=CC=1.[CH2:49]([N:51]([CH2:54][CH3:55])[CH2:52][CH3:53])[CH3:50].[C:56](Cl)(=[O:60])[C:57]([CH3:59])=[CH2:58]. Product: [C:56]([O:38][CH2:37][CH2:36][CH2:35][CH2:34][CH2:33][CH2:32][N:29]1[C:30](=[O:31])[C:25](=[CH:24][C:14]2[S:18][C:17]([C:19]3[S:20][C:21]([C:14]4[CH:15]=[CH:16][C:49]([N:51]([C:54]5[CH:17]=[CH:19][CH:23]=[CH:22][CH:55]=5)[C:52]5[CH:30]=[CH:25][CH:26]=[CH:27][CH:53]=5)=[CH:50][CH:24]=4)=[CH:22][CH:23]=3)=[CH:16][CH:15]=2)[C:26]([CH3:42])=[C:27]([C:40]#[N:41])[C:28]1=[O:39])(=[O:60])[C:57]([CH3:59])=[CH2:58]. The catalyst class is: 4. (3) Reactant: Br[C:2]1[CH:3]=[C:4]2[C:9](=[CH:10][C:11]=1[O:12][CH2:13][CH3:14])[C:8]([CH3:16])([CH3:15])[CH2:7][CH:6]=[C:5]2[C:17]([CH3:20])([CH3:19])[CH3:18].C([Li])CCC.CN(C)[CH:28]=[O:29]. Product: [C:17]([C:5]1[C:4]2[CH:3]=[C:2]([CH:28]=[O:29])[C:11]([O:12][CH2:13][CH3:14])=[CH:10][C:9]=2[C:8]([CH3:16])([CH3:15])[CH2:7][CH:6]=1)([CH3:20])([CH3:19])[CH3:18]. The catalyst class is: 28. (4) Product: [Cl:1][C:2]1[S:6][C:5]([S:7]([N:10]([CH2:11][O:12][CH2:13][CH2:14][Si:15]([CH3:18])([CH3:16])[CH3:17])[C:19]2[C:27]3[C:22](=[CH:23][CH:24]=[CH:25][C:26]=3[O:28][CH3:29])[N:21]([CH2:37][C:38]3[CH:39]=[C:40]([CH:45]=[CH:46][CH:47]=3)[C:41]([O:43][CH3:44])=[O:42])[N:20]=2)(=[O:9])=[O:8])=[CH:4][CH:3]=1. Reactant: [Cl:1][C:2]1[S:6][C:5]([S:7]([N:10]([C:19]2[C:27]3[C:22](=[CH:23][CH:24]=[CH:25][C:26]=3[O:28][CH3:29])[NH:21][N:20]=2)[CH2:11][O:12][CH2:13][CH2:14][Si:15]([CH3:18])([CH3:17])[CH3:16])(=[O:9])=[O:8])=[CH:4][CH:3]=1.C(=O)([O-])[O-].[K+].[K+].Br[CH2:37][C:38]1[CH:39]=[C:40]([CH:45]=[CH:46][CH:47]=1)[C:41]([O:43][CH3:44])=[O:42]. The catalyst class is: 735. (5) Reactant: [CH3:1][C:2]([CH3:12])([CH3:11])[CH2:3][C:4]1[O:8][N:7]=[C:6]([C:9]#N)[CH:5]=1.C1(C)C=CC=CC=1.CC(C[AlH]CC(C)C)C.CC[O:31]CC. Product: [CH3:1][C:2]([CH3:12])([CH3:11])[CH2:3][C:4]1[O:8][N:7]=[C:6]([CH:9]=[O:31])[CH:5]=1. The catalyst class is: 81.